Dataset: hERG Central: cardiac toxicity at 1µM, 10µM, and general inhibition. Task: Predict hERG channel inhibition at various concentrations. (1) The compound is O=C(c1ccc(CSCc2ccccc2F)o1)N1CCN(c2ccc(N3CCOCC3)nn2)CC1. Results: hERG_inhib (hERG inhibition (general)): blocker. (2) The compound is NC(N)=N/N=C/c1ccc(OS(=O)(=O)c2ccccc2)cc1. Results: hERG_inhib (hERG inhibition (general)): blocker. (3) The molecule is COc1cc(Cl)ccc1NC(=O)COc1ccccc1C(=O)N1CCN(c2ccc(O)cc2)CC1. Results: hERG_inhib (hERG inhibition (general)): blocker. (4) The drug is COC(=O)c1ccccc1NC(=O)CN1CCN(C23CC4CC(CC(C4)C2)C3)CC1. Results: hERG_inhib (hERG inhibition (general)): blocker.